From a dataset of NCI-60 drug combinations with 297,098 pairs across 59 cell lines. Regression. Given two drug SMILES strings and cell line genomic features, predict the synergy score measuring deviation from expected non-interaction effect. (1) Drug 1: CCCCCOC(=O)NC1=NC(=O)N(C=C1F)C2C(C(C(O2)C)O)O. Drug 2: C1CN(P(=O)(OC1)NCCCl)CCCl. Cell line: MALME-3M. Synergy scores: CSS=-5.27, Synergy_ZIP=6.40, Synergy_Bliss=8.33, Synergy_Loewe=-1.26, Synergy_HSA=-0.170. (2) Drug 1: CC1=C2C(C(=O)C3(C(CC4C(C3C(C(C2(C)C)(CC1OC(=O)C(C(C5=CC=CC=C5)NC(=O)OC(C)(C)C)O)O)OC(=O)C6=CC=CC=C6)(CO4)OC(=O)C)OC)C)OC. Drug 2: C1=CN(C=N1)CC(O)(P(=O)(O)O)P(=O)(O)O. Cell line: U251. Synergy scores: CSS=40.4, Synergy_ZIP=1.49, Synergy_Bliss=-1.50, Synergy_Loewe=-36.1, Synergy_HSA=-0.766.